Dataset: Peptide-MHC class I binding affinity with 185,985 pairs from IEDB/IMGT. Task: Regression. Given a peptide amino acid sequence and an MHC pseudo amino acid sequence, predict their binding affinity value. This is MHC class I binding data. (1) The peptide sequence is SVLTILYYGA. The MHC is HLA-A02:06 with pseudo-sequence HLA-A02:06. The binding affinity (normalized) is 0.849. (2) The peptide sequence is KRWGFRSGV. The MHC is HLA-A29:02 with pseudo-sequence HLA-A29:02. The binding affinity (normalized) is 0.0847. (3) The peptide sequence is QECNNMHLST. The MHC is HLA-B44:03 with pseudo-sequence HLA-B44:03. The binding affinity (normalized) is 0.180. (4) The peptide sequence is LAAEWVLAY. The MHC is HLA-A01:01 with pseudo-sequence HLA-A01:01. The binding affinity (normalized) is 0.670.